This data is from Reaction yield outcomes from USPTO patents with 853,638 reactions. The task is: Predict the reaction yield, written as a fraction of the theoretical maximum amount of product (1.0 means a 100% yield; for example, 0.34 means a 34% yield). (1) The reactants are [C:1]([C:3]1[CH:8]=[C:7]([CH2:9][CH2:10][NH:11][C:12](=[O:18])[O:13][C:14]([CH3:17])([CH3:16])[CH3:15])[CH:6]=[CH:5][N:4]=1)#[N:2].[Cl:19][C:20]1[CH:21]=[C:22]([SH:29])[C:23](=[CH:27][CH:28]=1)[C:24](O)=[O:25]. The catalyst is N1C=CC=CC=1. The product is [Cl:19][C:20]1[CH:28]=[CH:27][C:23]2[C:24](=[O:25])[N:2]=[C:1]([C:3]3[CH:8]=[C:7]([CH2:9][CH2:10][NH:11][C:12](=[O:18])[O:13][C:14]([CH3:15])([CH3:17])[CH3:16])[CH:6]=[CH:5][N:4]=3)[S:29][C:22]=2[CH:21]=1. The yield is 0.190. (2) The reactants are CC[O-].[Na+].[C:5]1([NH2:12])[CH:10]=[CH:9][CH:8]=[CH:7][C:6]=1[NH2:11].C([O:15][C:16](=O)[C:17](=[N:23][O:24][CH3:25])[C:18](OCC)=[O:19])C.Cl. The catalyst is C(O)C.C(#N)C. The product is [CH3:25][O:24][N:23]=[C:17]1[C:18](=[O:19])[NH:12][C:5]2[CH:10]=[CH:9][CH:8]=[CH:7][C:6]=2[NH:11][C:16]1=[O:15]. The yield is 0.760. (3) The reactants are [CH:1]([C:4]1[CH:5]=[C:6]([C:12]([OH:14])=O)[S:7][C:8]=1[CH:9]([CH3:11])[CH3:10])([CH3:3])[CH3:2].[OH:15][C:16]1[CH:25]=[C:24]([NH2:26])[CH:23]=[CH:22][C:17]=1[C:18]([O:20][CH3:21])=[O:19]. No catalyst specified. The product is [OH:15][C:16]1[CH:25]=[C:24]([NH:26][C:12]([C:6]2[S:7][C:8]([CH:9]([CH3:10])[CH3:11])=[C:4]([CH:1]([CH3:2])[CH3:3])[CH:5]=2)=[O:14])[CH:23]=[CH:22][C:17]=1[C:18]([O:20][CH3:21])=[O:19]. The yield is 0.330. (4) The yield is 0.860. The product is [CH:36]1([O:8][C:7]2[CH:6]=[CH:5][C:4]([N:9]3[C:14](=[O:15])[C:13]([CH2:16][C:17]4[CH:22]=[CH:21][C:20]([C:23]5[C:24]([C:29]#[N:30])=[CH:25][CH:26]=[CH:27][CH:28]=5)=[CH:19][CH:18]=4)=[C:12]([CH2:31][CH2:32][CH3:33])[N:11]=[C:10]3[CH3:34])=[CH:3][C:2]=2[F:1])[CH2:39][CH2:38][CH2:37]1. The reactants are [F:1][C:2]1[CH:3]=[C:4]([N:9]2[C:14](=[O:15])[C:13]([CH2:16][C:17]3[CH:22]=[CH:21][C:20]([C:23]4[C:24]([C:29]#[N:30])=[CH:25][CH:26]=[CH:27][CH:28]=4)=[CH:19][CH:18]=3)=[C:12]([CH2:31][CH2:32][CH3:33])[N:11]=[C:10]2[CH3:34])[CH:5]=[CH:6][C:7]=1[OH:8].Br[CH:36]1[CH2:39][CH2:38][CH2:37]1.C(=O)([O-])[O-].[Cs+].[Cs+].C(OCC)(=O)C. The catalyst is CN(C)C=O.O.